This data is from Peptide-MHC class I binding affinity with 185,985 pairs from IEDB/IMGT. The task is: Regression. Given a peptide amino acid sequence and an MHC pseudo amino acid sequence, predict their binding affinity value. This is MHC class I binding data. (1) The binding affinity (normalized) is 0.551. The MHC is Mamu-A07 with pseudo-sequence Mamu-A07. The peptide sequence is NHINVELSI. (2) The peptide sequence is YPITADKRI. The MHC is HLA-A30:01 with pseudo-sequence HLA-A30:01. The binding affinity (normalized) is 0.0847.